This data is from Peptide-MHC class I binding affinity with 185,985 pairs from IEDB/IMGT. The task is: Regression. Given a peptide amino acid sequence and an MHC pseudo amino acid sequence, predict their binding affinity value. This is MHC class I binding data. (1) The MHC is HLA-A23:01 with pseudo-sequence HLA-A23:01. The peptide sequence is FSSLPSYAAY. The binding affinity (normalized) is 0. (2) The peptide sequence is AIIGPGLQAK. The binding affinity (normalized) is 0.661. The MHC is HLA-A03:01 with pseudo-sequence HLA-A03:01. (3) The peptide sequence is FLRGRAYGL. The MHC is HLA-A33:01 with pseudo-sequence HLA-A33:01. The binding affinity (normalized) is 0.169. (4) The peptide sequence is YRYGFVANF. The MHC is HLA-A30:01 with pseudo-sequence HLA-A30:01. The binding affinity (normalized) is 0.0847.